The task is: Regression. Given two drug SMILES strings and cell line genomic features, predict the synergy score measuring deviation from expected non-interaction effect.. This data is from NCI-60 drug combinations with 297,098 pairs across 59 cell lines. (1) Drug 1: C1CCN(CC1)CCOC2=CC=C(C=C2)C(=O)C3=C(SC4=C3C=CC(=C4)O)C5=CC=C(C=C5)O. Drug 2: CC12CCC3C(C1CCC2O)C(CC4=C3C=CC(=C4)O)CCCCCCCCCS(=O)CCCC(C(F)(F)F)(F)F. Cell line: UACC-257. Synergy scores: CSS=-3.81, Synergy_ZIP=1.15, Synergy_Bliss=0.563, Synergy_Loewe=-2.17, Synergy_HSA=-3.93. (2) Drug 1: C1=CC(=C2C(=C1NCCNCCO)C(=O)C3=C(C=CC(=C3C2=O)O)O)NCCNCCO. Drug 2: COCCOC1=C(C=C2C(=C1)C(=NC=N2)NC3=CC=CC(=C3)C#C)OCCOC.Cl. Cell line: SR. Synergy scores: CSS=70.6, Synergy_ZIP=3.16, Synergy_Bliss=3.19, Synergy_Loewe=-24.0, Synergy_HSA=3.30. (3) Drug 1: CN1C2=C(C=C(C=C2)N(CCCl)CCCl)N=C1CCCC(=O)O.Cl. Drug 2: C1CN(P(=O)(OC1)NCCCl)CCCl. Cell line: HL-60(TB). Synergy scores: CSS=0.124, Synergy_ZIP=-0.921, Synergy_Bliss=-4.61, Synergy_Loewe=-1.83, Synergy_HSA=-5.53. (4) Drug 1: CC1=C(C(=CC=C1)Cl)NC(=O)C2=CN=C(S2)NC3=CC(=NC(=N3)C)N4CCN(CC4)CCO. Drug 2: CC(C)NC(=O)C1=CC=C(C=C1)CNNC.Cl. Cell line: NCI-H322M. Synergy scores: CSS=3.85, Synergy_ZIP=-0.174, Synergy_Bliss=3.61, Synergy_Loewe=2.94, Synergy_HSA=2.94. (5) Drug 1: CNC(=O)C1=CC=CC=C1SC2=CC3=C(C=C2)C(=NN3)C=CC4=CC=CC=N4. Drug 2: CC12CCC(CC1=CCC3C2CCC4(C3CC=C4C5=CN=CC=C5)C)O. Cell line: MOLT-4. Synergy scores: CSS=11.5, Synergy_ZIP=-7.81, Synergy_Bliss=-0.722, Synergy_Loewe=-13.5, Synergy_HSA=-1.17. (6) Drug 1: CCCS(=O)(=O)NC1=C(C(=C(C=C1)F)C(=O)C2=CNC3=C2C=C(C=N3)C4=CC=C(C=C4)Cl)F. Drug 2: CC(C)CN1C=NC2=C1C3=CC=CC=C3N=C2N. Cell line: SNB-75. Synergy scores: CSS=-2.03, Synergy_ZIP=1.20, Synergy_Bliss=0.0645, Synergy_Loewe=-0.680, Synergy_HSA=-1.72. (7) Synergy scores: CSS=30.1, Synergy_ZIP=-7.26, Synergy_Bliss=-7.49, Synergy_Loewe=-23.9, Synergy_HSA=-4.68. Drug 2: CN(CCCl)CCCl.Cl. Cell line: HCT-15. Drug 1: C1CC(C1)(C(=O)O)C(=O)O.[NH2-].[NH2-].[Pt+2]. (8) Synergy scores: CSS=33.5, Synergy_ZIP=-2.79, Synergy_Bliss=5.80, Synergy_Loewe=-21.5, Synergy_HSA=2.41. Drug 1: C1=NC2=C(N1)C(=S)N=CN2. Cell line: SF-268. Drug 2: C1CNP(=O)(OC1)N(CCCl)CCCl. (9) Drug 1: CC1C(C(CC(O1)OC2CC(CC3=C2C(=C4C(=C3O)C(=O)C5=C(C4=O)C(=CC=C5)OC)O)(C(=O)CO)O)N)O.Cl. Drug 2: C1=C(C(=O)NC(=O)N1)F. Cell line: U251. Synergy scores: CSS=44.1, Synergy_ZIP=5.36, Synergy_Bliss=6.07, Synergy_Loewe=6.50, Synergy_HSA=6.74. (10) Drug 2: C#CCC(CC1=CN=C2C(=N1)C(=NC(=N2)N)N)C3=CC=C(C=C3)C(=O)NC(CCC(=O)O)C(=O)O. Cell line: RPMI-8226. Synergy scores: CSS=69.3, Synergy_ZIP=-10.9, Synergy_Bliss=-22.1, Synergy_Loewe=-21.0, Synergy_HSA=-21.1. Drug 1: C1=C(C(=O)NC(=O)N1)F.